From a dataset of Full USPTO retrosynthesis dataset with 1.9M reactions from patents (1976-2016). Predict the reactants needed to synthesize the given product. (1) Given the product [F:20][C:19]1[C:14]([N:9]2[C@@H:8]([C@@H:6]([OH:5])[CH3:7])[CH2:12][O:11][C:10]2=[O:13])=[N:15][C:16]([NH:21][C@H:22]([CH:24]2[CH2:25][CH2:26][N:27]([C:31]3[CH:36]=[CH:35][N:34]=[C:33]([C:37]([CH3:43])([CH3:42])[C:38]([F:41])([F:40])[F:39])[CH:32]=3)[CH2:28][CH2:29]2)[CH3:23])=[N:17][CH:18]=1, predict the reactants needed to synthesize it. The reactants are: C([O:5][C@H:6]([C@H:8]1[CH2:12][O:11][C:10](=[O:13])[N:9]1[C:14]1[C:19]([F:20])=[CH:18][N:17]=[C:16]([NH:21][C@H:22]([CH:24]2[CH2:29][CH2:28][NH:27][CH2:26][CH2:25]2)[CH3:23])[N:15]=1)[CH3:7])(C)(C)C.Br[C:31]1[CH:36]=[CH:35][N:34]=[C:33]([C:37]([CH3:43])([CH3:42])[C:38]([F:41])([F:40])[F:39])[CH:32]=1.C1C=CC(P(C2C(C3C(P(C4C=CC=CC=4)C4C=CC=CC=4)=CC=C4C=3C=CC=C4)=C3C(C=CC=C3)=CC=2)C2C=CC=CC=2)=CC=1.C([O-])([O-])=O.[Cs+].[Cs+]. (2) Given the product [OH:13][CH2:12][C:11]1[C:2]([N:20]2[CH2:19][CH2:18][NH:17][C:16](=[O:15])[CH2:21]2)=[N:3][C:4]2[C:9]([CH:10]=1)=[CH:8][CH:7]=[CH:6][C:5]=2[CH3:14], predict the reactants needed to synthesize it. The reactants are: Cl[C:2]1[C:11]([CH2:12][OH:13])=[CH:10][C:9]2[C:4](=[C:5]([CH3:14])[CH:6]=[CH:7][CH:8]=2)[N:3]=1.[O:15]=[C:16]1[CH2:21][NH:20][CH2:19][CH2:18][NH:17]1.CCN(C(C)C)C(C)C.CN1C(=O)CCC1. (3) Given the product [F:49][C:3]1[CH:2]=[C:1]([N:7]2[C:12](=[O:13])[C:11]3[S:14][CH:15]=[C:16]([C:17]4[CH:18]=[CH:19][CH:20]=[CH:21][CH:22]=4)[C:10]=3[N:9]=[CH:8]2)[CH:6]=[CH:5][CH:4]=1, predict the reactants needed to synthesize it. The reactants are: [C:1]1([N:7]2[C:12](=[O:13])[C:11]3[S:14][CH:15]=[C:16]([C:17]4[CH:22]=[CH:21][CH:20]=[CH:19][CH:18]=4)[C:10]=3[N:9]=[CH:8]2)[CH:6]=[CH:5][CH:4]=[CH:3][CH:2]=1.NC1C(C2C=CC=CC=2)=CSC=1C(OC)=O.C(OCC)(OCC)OCC.[F:49]C1C=C(C=CC=1)N. (4) Given the product [F:6][C:5]([F:8])([F:7])[S:2]([O:1][C:24]1[C:25]2[CH2:26][CH2:27][C@@H:18]([N:17]([CH3:29])[CH3:16])[CH2:19][C:20]=2[CH:21]=[CH:22][CH:23]=1)(=[O:4])=[O:3], predict the reactants needed to synthesize it. The reactants are: [O:1](S(C(F)(F)F)(=O)=O)[S:2]([C:5]([F:8])([F:7])[F:6])(=[O:4])=[O:3].[CH3:16][N:17]([CH3:29])[C@@H:18]1[CH2:27][CH2:26][C:25]2[C:24](O)=[CH:23][CH:22]=[CH:21][C:20]=2[CH2:19]1.CCN(CC)CC. (5) Given the product [OH:10][CH2:9][C:4]1[CH:3]=[C:2]2[C:7](=[CH:6][CH:5]=1)[NH:8][C:17](=[O:18])[C:16]([C:12]1[S:11][CH:15]=[CH:14][CH:13]=1)=[N:1]2, predict the reactants needed to synthesize it. The reactants are: [NH2:1][C:2]1[CH:3]=[C:4]([CH2:9][OH:10])[CH:5]=[CH:6][C:7]=1[NH2:8].[S:11]1[CH:15]=[CH:14][CH:13]=[C:12]1[C:16](=O)[C:17](O)=[O:18]. (6) The reactants are: Br[C:2]1[S:6][C:5]([N:7]2[CH2:12][CH2:11][C:10]3([CH:21]=[C:20]([C:22]4[CH:27]=[CH:26][C:25]([F:28])=[CH:24][CH:23]=4)[C:19]4[C:14](=[CH:15][CH:16]=[CH:17][CH:18]=4)[O:13]3)[CH2:9][CH2:8]2)=[N:4][CH:3]=1.FC1C=CC(C2C3C(=CC=CC=3)OC3(CC[NH:41][CH2:40]C3)C=2)=CC=1.Br[C:52]1S[C:54](Br)=[CH:55][N:56]=1.[C:58]([O-:61])([O-])=[O:59].[K+].[K+].C[O:65]CCOC. Given the product [F:28][C:25]1[CH:26]=[CH:27][C:22]([C:20]2[C:19]3[C:14](=[CH:15][CH:16]=[CH:17][CH:18]=3)[O:13][C:10]3([CH2:11][CH2:12][N:7]([C:5]4[S:6][C:2]([N:56]5[CH:55]=[CH:54][N:41]([CH2:40][C:58]([OH:61])=[O:59])[C:52]5=[O:65])=[CH:3][N:4]=4)[CH2:8][CH2:9]3)[CH:21]=2)=[CH:23][CH:24]=1, predict the reactants needed to synthesize it. (7) Given the product [F:1][C:2]1[CH:9]=[C:8]([O:10][CH2:13][C:14]2[N:18]=[C:17]([C:19]3[S:20][CH:21]=[CH:22][CH:23]=3)[O:16][N:15]=2)[CH:7]=[C:6]([F:11])[C:3]=1[CH2:4][O:5][C:31]([N:26]1[CH2:27][CH2:28][NH:29][CH2:30][C@H:25]1[CH3:24])=[O:32], predict the reactants needed to synthesize it. The reactants are: [F:1][C:2]1[CH:9]=[C:8]([OH:10])[CH:7]=[C:6]([F:11])[C:3]=1[CH2:4][OH:5].Cl[CH2:13][C:14]1[N:18]=[C:17]([C:19]2[S:20][CH:21]=[CH:22][CH:23]=2)[O:16][N:15]=1.[CH3:24][C@@H:25]1[CH2:30][NH:29][CH2:28][CH2:27][N:26]1[C:31](OCC1C=C(OCC=C)C=CC=1F)=[O:32]. (8) Given the product [Br:1][C:2]1[CH:3]=[C:4]2[C:9]([Cl:16])=[C:8]([C:11]#[N:12])[CH:7]=[N:6][N:5]2[CH:13]=1, predict the reactants needed to synthesize it. The reactants are: [Br:1][C:2]1[CH:3]=[C:4]2[C:9](O)=[C:8]([C:11]#[N:12])[CH:7]=[N:6][N:5]2[CH:13]=1.O=P(Cl)(Cl)[Cl:16].